From a dataset of Peptide-MHC class II binding affinity with 134,281 pairs from IEDB. Regression. Given a peptide amino acid sequence and an MHC pseudo amino acid sequence, predict their binding affinity value. This is MHC class II binding data. (1) The peptide sequence is NRAEILPDTTYLGPL. The MHC is H-2-IAd with pseudo-sequence H-2-IAd. The binding affinity (normalized) is 0.0789. (2) The peptide sequence is SKTHLNFERSLKAFF. The MHC is H-2-IAb with pseudo-sequence H-2-IAb. The binding affinity (normalized) is 0.404. (3) The peptide sequence is GELQINDKIDAAFKI. The MHC is DRB1_0404 with pseudo-sequence DRB1_0404. The binding affinity (normalized) is 0.580. (4) The peptide sequence is EGGNIYTKKEAFNVE. The MHC is DRB1_0802 with pseudo-sequence DRB1_0802. The binding affinity (normalized) is 0.117. (5) The peptide sequence is KEPLKECGGILQAYD. The MHC is HLA-DQA10101-DQB10501 with pseudo-sequence HLA-DQA10101-DQB10501. The binding affinity (normalized) is 0.492.